From a dataset of Full USPTO retrosynthesis dataset with 1.9M reactions from patents (1976-2016). Predict the reactants needed to synthesize the given product. (1) Given the product [F:12][C:13]1[CH:20]=[C:19]([O:21][CH3:22])[CH:18]=[C:17]([F:23])[C:14]=1[CH:15]=[N:9][C:6]1[CH:7]=[N:8][C:3]([C:2]([F:1])([F:10])[F:11])=[CH:4][CH:5]=1, predict the reactants needed to synthesize it. The reactants are: [F:1][C:2]([F:11])([F:10])[C:3]1[N:8]=[CH:7][C:6]([NH2:9])=[CH:5][CH:4]=1.[F:12][C:13]1[CH:20]=[C:19]([O:21][CH3:22])[CH:18]=[C:17]([F:23])[C:14]=1[CH:15]=O. (2) Given the product [NH:26](/[CH:27]=[CH:9]/[C:7]1[O:8][C:4]2[CH:3]=[C:2]([F:1])[CH:19]=[CH:18][C:5]=2[N+:6]=1[CH2:10][CH2:11][CH2:12][CH2:13][S:14]([O-:17])(=[O:16])=[O:15])[C:20]1[CH:25]=[CH:24][CH:23]=[CH:22][CH:21]=1, predict the reactants needed to synthesize it. The reactants are: [F:1][C:2]1[CH:19]=[CH:18][C:5]2[N+:6]([CH2:10][CH2:11][CH2:12][CH2:13][S:14]([O-:17])(=[O:16])=[O:15])=[C:7]([CH3:9])[O:8][C:4]=2[CH:3]=1.[C:20]1([NH:26][CH:27]=NC2C=CC=CC=2)[CH:25]=[CH:24][CH:23]=[CH:22][CH:21]=1.C(OCC)(OCC)OCC. (3) Given the product [CH3:21][C:20]1[O:19][N:18]=[C:17]([C:22]2[CH:23]=[CH:24][CH:25]=[CH:26][CH:27]=2)[C:16]=1[C:14]1[N:13]=[CH:12][N:11]([C:8]2[CH:7]=[CH:6][C:5]([C:4]([OH:28])=[O:3])=[CH:10][CH:9]=2)[CH:15]=1, predict the reactants needed to synthesize it. The reactants are: C([O:3][C:4](=[O:28])[C:5]1[CH:10]=[CH:9][C:8]([N:11]2[CH:15]=[C:14]([C:16]3[C:17]([C:22]4[CH:27]=[CH:26][CH:25]=[CH:24][CH:23]=4)=[N:18][O:19][C:20]=3[CH3:21])[N:13]=[CH:12]2)=[CH:7][CH:6]=1)C.O.[OH-].[Li+]. (4) Given the product [CH3:37][N:36]([CH3:38])[C:33]1[CH:32]=[CH:31][C:30]([C:28]2[NH:27][C:26]3[CH:39]=[CH:40][C:23]([NH:22][C:14](=[O:16])[C:13]4[CH:12]=[CH:11][C:10]([NH:9][C:7](=[O:8])[C:6]5[CH:5]=[CH:4][C:3]([N:2]([CH3:1])[CH3:21])=[CH:20][CH:19]=5)=[CH:18][CH:17]=4)=[CH:24][C:25]=3[N:29]=2)=[CH:35][CH:34]=1, predict the reactants needed to synthesize it. The reactants are: [CH3:1][N:2]([CH3:21])[C:3]1[CH:20]=[CH:19][C:6]([C:7]([NH:9][C:10]2[CH:18]=[CH:17][C:13]([C:14]([O-:16])=O)=[CH:12][CH:11]=2)=[O:8])=[CH:5][CH:4]=1.[NH2:22][C:23]1[CH:40]=[CH:39][C:26]2[N:27]=[C:28]([C:30]3[CH:35]=[CH:34][C:33]([N:36]([CH3:38])[CH3:37])=[CH:32][CH:31]=3)[NH:29][C:25]=2[CH:24]=1. (5) Given the product [C:23]([O:22][C:21]([NH:20][CH:18]1[CH2:17][N:16]([C:2]2[C:12]([C:13]#[N:14])=[CH:11][C:5]([C:6]([O:8][CH2:9][CH3:10])=[O:7])=[C:4]([CH3:15])[N:3]=2)[CH2:19]1)=[O:27])([CH3:26])([CH3:24])[CH3:25], predict the reactants needed to synthesize it. The reactants are: Cl[C:2]1[C:12]([C:13]#[N:14])=[CH:11][C:5]([C:6]([O:8][CH2:9][CH3:10])=[O:7])=[C:4]([CH3:15])[N:3]=1.[NH:16]1[CH2:19][CH:18]([NH:20][C:21](=[O:27])[O:22][C:23]([CH3:26])([CH3:25])[CH3:24])[CH2:17]1.CCN(C(C)C)C(C)C. (6) Given the product [Br:1][C:2]1[CH:3]=[C:4]([CH:9]([O:20][CH3:21])[C:10]2([C:13]([O:15][C:16]([CH3:17])([CH3:19])[CH3:18])=[O:14])[CH2:11][CH2:12]2)[CH:5]=[CH:6][C:7]=1[Cl:8], predict the reactants needed to synthesize it. The reactants are: [Br:1][C:2]1[CH:3]=[C:4]([CH:9]([OH:20])[C:10]2([C:13]([O:15][C:16]([CH3:19])([CH3:18])[CH3:17])=[O:14])[CH2:12][CH2:11]2)[CH:5]=[CH:6][C:7]=1[Cl:8].[CH3:21]I.[H-].[Na+].O. (7) Given the product [CH3:22][O:21][C:18]1[CH:19]=[CH:20][C:15]([CH2:14][N:7]2[CH:6]([CH3:23])[CH2:5][C:4]3[N:3]=[C:2]([NH:35][C:33]([NH:32][C@@H:30]([C:24]4[CH:29]=[CH:28][CH:27]=[CH:26][CH:25]=4)[CH3:31])=[O:34])[CH:11]=[C:10]4[NH:12][N:13]=[C:8]2[C:9]=34)=[CH:16][CH:17]=1, predict the reactants needed to synthesize it. The reactants are: Cl[C:2]1[CH:11]=[C:10]2[NH:12][N:13]=[C:8]3[C:9]2=[C:4]([CH2:5][CH:6]([CH3:23])[N:7]3[CH2:14][C:15]2[CH:20]=[CH:19][C:18]([O:21][CH3:22])=[CH:17][CH:16]=2)[N:3]=1.[C:24]1([C@H:30]([NH:32][C:33]([NH2:35])=[O:34])[CH3:31])[CH:29]=[CH:28][CH:27]=[CH:26][CH:25]=1.C(=O)([O-])[O-].[Cs+].[Cs+]. (8) Given the product [Cl:1][C:2]1[CH:3]=[C:4]([CH:9]=[O:10])[CH:5]=[N:6][C:7]=1[I:8], predict the reactants needed to synthesize it. The reactants are: [Cl:1][C:2]1[CH:3]=[C:4]([CH2:9][OH:10])[CH:5]=[N:6][C:7]=1[I:8]. (9) Given the product [F:7][CH:2]([F:6])[O:20][C:21]1[C:29]2[C:24](=[CH:25][CH:26]=[C:27]([N+:30]([O-:32])=[O:31])[CH:28]=2)[N:23]([C:33]([O:35][CH2:36][CH3:37])=[O:34])[N:22]=1, predict the reactants needed to synthesize it. The reactants are: Cl[C:2]([F:7])([F:6])C([O-])=O.[Na+].C(=O)([O-])[O-].[K+].[K+].CN(C=O)C.[OH:20][C:21]1[C:29]2[C:24](=[CH:25][CH:26]=[C:27]([N+:30]([O-:32])=[O:31])[CH:28]=2)[N:23]([C:33]([O:35][CH2:36][CH3:37])=[O:34])[N:22]=1. (10) Given the product [CH2:15]([C:14]1([OH:19])[N:9]([C:1]([C:2]2[CH:7]=[CH:6][CH:5]=[CH:4][CH:3]=2)=[O:8])[N:10]=[C:12]([CH3:11])[CH2:13]1)[CH2:16][CH2:17][CH3:18], predict the reactants needed to synthesize it. The reactants are: [C:1]([NH:9][NH2:10])(=[O:8])[C:2]1[CH:7]=[CH:6][CH:5]=[CH:4][CH:3]=1.[CH3:11][C:12](=O)[CH2:13][C:14](=[O:19])[CH2:15][CH2:16][CH2:17][CH3:18].